The task is: Predict which catalyst facilitates the given reaction.. This data is from Catalyst prediction with 721,799 reactions and 888 catalyst types from USPTO. (1) Reactant: [CH:1]1([N:4]2[C:8](=[O:9])[C:7]3=[CH:10][C:11]([N+:14]([O-])=O)=[CH:12][CH:13]=[C:6]3[C:5]2=[O:17])[CH2:3][CH2:2]1.O.O.[Sn](Cl)Cl.[OH-].[Na+]. Product: [CH:1]1([N:4]2[C:8](=[O:9])[C:7]3=[CH:10][C:11]([NH2:14])=[CH:12][CH:13]=[C:6]3[C:5]2=[O:17])[CH2:3][CH2:2]1. The catalyst class is: 8. (2) The catalyst class is: 683. Product: [F:12][C:9]([F:10])([F:11])[C:7]1[CH:6]=[C:5]([C@H:13]2[O:17][C:16](=[O:18])[N:15]([CH2:19][C:20]3[C:25]([C:26]4[CH:27]=[C:28]([CH2:34][CH2:35][C:36]([OH:38])=[O:37])[CH:29]=[CH:30][C:31]=4[O:32][CH3:33])=[CH:24][CH:23]=[C:22]([Cl:41])[N:21]=3)[C@H:14]2[CH3:42])[CH:4]=[C:3]([C:2]([F:1])([F:43])[F:44])[CH:8]=1. Reactant: [F:1][C:2]([F:44])([F:43])[C:3]1[CH:4]=[C:5]([C@H:13]2[O:17][C:16](=[O:18])[N:15]([CH2:19][C:20]3[C:25]([C:26]4[CH:27]=[C:28]([CH2:34][CH2:35][C:36]([O:38]CC)=[O:37])[CH:29]=[CH:30][C:31]=4[O:32][CH3:33])=[CH:24][CH:23]=[C:22]([Cl:41])[N:21]=3)[C@H:14]2[CH3:42])[CH:6]=[C:7]([C:9]([F:12])([F:11])[F:10])[CH:8]=1.[Li+].[OH-].CCO. (3) Reactant: Br[C:2]1[CH:3]=[C:4]([C:8]2[N:9]=[C:10]3[CH:15]=[C:14]([C:16]4[N:26]=[C:19]5[C:20]([CH3:25])=[N:21][CH:22]=[C:23]([CH3:24])[N:18]5[N:17]=4)[CH:13]=[CH:12][N:11]3[CH:27]=2)[CH:5]=[CH:6][CH:7]=1.[CH:28]1(B(O)O)[CH2:30][CH2:29]1.C1(P(C2CCCCC2)C2CCCCC2)CCCCC1.[O-]P([O-])([O-])=O.[K+].[K+].[K+].[Br-]. Product: [CH:28]1([C:2]2[CH:3]=[C:4]([C:8]3[N:9]=[C:10]4[CH:15]=[C:14]([C:16]5[N:26]=[C:19]6[C:20]([CH3:25])=[N:21][CH:22]=[C:23]([CH3:24])[N:18]6[N:17]=5)[CH:13]=[CH:12][N:11]4[CH:27]=3)[CH:5]=[CH:6][CH:7]=2)[CH2:30][CH2:29]1. The catalyst class is: 706. (4) Reactant: [Cl:1][C:2]1[CH:3]=[C:4]2[C:8](=[C:9]([CH3:11])[CH:10]=1)[NH:7][C:6](=O)[C:5]2=O.[H-].[Al+3].[Li+].[H-].[H-].[H-]. Product: [Cl:1][C:2]1[CH:3]=[C:4]2[C:8](=[C:9]([CH3:11])[CH:10]=1)[NH:7][CH:6]=[CH:5]2. The catalyst class is: 28. (5) Reactant: [Cl:1][C:2]1[CH:7]=[CH:6][CH:5]=[CH:4][C:3]=1[CH2:8][N:9]1[C:14](=[O:15])[C:13]([C:16]([NH:18][CH2:19][C:20]([O:22]CC)=[O:21])=[O:17])=[C:12]([OH:25])[C:11]([C:26](OC)=[O:27])=[C:10]1[OH:30].[Cl:31][C:32]1[CH:33]=[C:34]([CH:37]=[CH:38][C:39]=1[Cl:40])[CH2:35][NH2:36]. Product: [Cl:1][C:2]1[CH:7]=[CH:6][CH:5]=[CH:4][C:3]=1[CH2:8][N:9]1[C:10]([OH:30])=[C:11]([C:26]([NH:36][CH2:35][C:34]2[CH:37]=[CH:38][C:39]([Cl:40])=[C:32]([Cl:31])[CH:33]=2)=[O:27])[C:12]([OH:25])=[C:13]([C:16]([NH:18][CH2:19][C:20]([OH:22])=[O:21])=[O:17])[C:14]1=[O:15]. The catalyst class is: 155. (6) Reactant: [C:1]([N:5]1[CH:9]=[C:8]([CH2:10][OH:11])/[C:7](=[N:12]/[C:13](=[O:23])[C:14]2[CH:19]=[C:18]([Cl:20])[CH:17]=[CH:16][C:15]=2[O:21][CH3:22])/[S:6]1)([CH3:4])([CH3:3])[CH3:2].[H-].[Na+].CS(O[CH:31]([CH3:33])[CH3:32])(=O)=O. Product: [C:1]([N:5]1[CH:9]=[C:8]([CH2:10][O:11][CH:31]([CH3:33])[CH3:32])/[C:7](=[N:12]/[C:13](=[O:23])[C:14]2[CH:19]=[C:18]([Cl:20])[CH:17]=[CH:16][C:15]=2[O:21][CH3:22])/[S:6]1)([CH3:4])([CH3:3])[CH3:2]. The catalyst class is: 12.